Regression/Classification. Given a drug SMILES string, predict its absorption, distribution, metabolism, or excretion properties. Task type varies by dataset: regression for continuous measurements (e.g., permeability, clearance, half-life) or binary classification for categorical outcomes (e.g., BBB penetration, CYP inhibition). Dataset: cyp2d6_veith. From a dataset of CYP2D6 inhibition data for predicting drug metabolism from PubChem BioAssay. (1) The compound is CC1N(P(=O)(c2ccccc2)c2ccccc2)CC(O)(c2ccccc2)CC12CC2. The result is 0 (non-inhibitor). (2) The molecule is COC(=O)N1CCC[C@@]2(CCN(Cc3nccs3)C2)C1. The result is 0 (non-inhibitor). (3) The molecule is CO[C@H]1COC(=O)[C@H](C)NC(=O)[C@@H](C)COC(=O)[C@H]2CCCN2C(=O)C/C=C\[C@H]1C. The result is 0 (non-inhibitor).